Dataset: Catalyst prediction with 721,799 reactions and 888 catalyst types from USPTO. Task: Predict which catalyst facilitates the given reaction. (1) Reactant: [I:1][C:2]1[CH:3]=[C:4]2[C:8](=[CH:9][CH:10]=1)[NH:7][N:6]=[CH:5]2.[O:11]1[CH:16]=[CH:15][CH2:14][CH2:13][CH2:12]1.CC1C=CC(S(O)(=O)=O)=CC=1.C([O-])(O)=O.[Na+]. Product: [I:1][C:2]1[CH:3]=[C:4]2[C:8](=[CH:9][CH:10]=1)[N:7]([CH:12]1[CH2:13][CH2:14][CH2:15][CH2:16][O:11]1)[N:6]=[CH:5]2. The catalyst class is: 4. (2) Reactant: [Cl:1][C:2]1[CH:32]=[CH:31][C:5]2[NH:6][C:7]([C@@H:9]([NH:14][C:15](=[O:30])[C:16]3[CH:21]=[CH:20][C:19]([C:22]([N:24]4[CH2:28][CH2:27][CH2:26][CH2:25]4)=[O:23])=[C:18]([CH3:29])[CH:17]=3)[CH2:10][CH2:11][S:12][CH3:13])=[N:8][C:4]=2[CH:3]=1.ClC1C=C(C=CC=1)C(OO)=[O:38].ClCCl.C(O)C.ClCl. Product: [Cl:1][C:2]1[CH:32]=[CH:31][C:5]2[NH:6][C:7]([C@@H:9]([NH:14][C:15](=[O:30])[C:16]3[CH:21]=[CH:20][C:19]([C:22]([N:24]4[CH2:25][CH2:26][CH2:27][CH2:28]4)=[O:23])=[C:18]([CH3:29])[CH:17]=3)[CH2:10][CH2:11][S:12]([CH3:13])=[O:38])=[N:8][C:4]=2[CH:3]=1. The catalyst class is: 4. (3) Product: [Br:25][C:26]1[C:34]2[C:29](=[CH:30][CH:31]=[C:32]([C:35]([NH:57][C@@H:58]3[CH2:63][CH2:62][CH2:61][N:60]([C:64]([O:66][C:67]([CH3:70])([CH3:69])[CH3:68])=[O:65])[CH2:59]3)=[O:37])[CH:33]=2)[N:28]([C:38]([C:45]2[CH:50]=[CH:49][CH:48]=[CH:47][CH:46]=2)([C:39]2[CH:40]=[CH:41][CH:42]=[CH:43][CH:44]=2)[C:51]2[CH:56]=[CH:55][CH:54]=[CH:53][CH:52]=2)[N:27]=1. Reactant: F[P-](F)(F)(F)(F)F.N1(OC(N(C)C)=[N+](C)C)C2N=CC=CC=2N=N1.[Br:25][C:26]1[C:34]2[C:29](=[CH:30][CH:31]=[C:32]([C:35]([OH:37])=O)[CH:33]=2)[N:28]([C:38]([C:51]2[CH:56]=[CH:55][CH:54]=[CH:53][CH:52]=2)([C:45]2[CH:50]=[CH:49][CH:48]=[CH:47][CH:46]=2)[C:39]2[CH:44]=[CH:43][CH:42]=[CH:41][CH:40]=2)[N:27]=1.[NH2:57][C@@H:58]1[CH2:63][CH2:62][CH2:61][N:60]([C:64]([O:66][C:67]([CH3:70])([CH3:69])[CH3:68])=[O:65])[CH2:59]1.C(N(C(C)C)CC)(C)C. The catalyst class is: 3. (4) The catalyst class is: 42. Product: [CH2:1]([O:8][C:9]([N:11]1[CH:15]([C:16](=[O:18])[NH:20][CH:24]2[C:23]3[C:28](=[CH:41][CH:34]=[CH:33][CH:32]=3)[CH2:27][CH2:26][CH2:25]2)[CH2:14][O:13][CH2:12]1)=[O:10])[C:2]1[CH:3]=[CH:4][CH:5]=[CH:6][CH:7]=1. Reactant: [CH2:1]([O:8][C:9]([N:11]1[CH:15]([C:16]([OH:18])=O)[CH2:14][O:13][CH2:12]1)=[O:10])[C:2]1[CH:7]=[CH:6][CH:5]=[CH:4][CH:3]=1.O[N:20]1[C:24]2[CH:25]=[CH:26][CH:27]=[CH:28][C:23]=2N=N1.Cl.CN(C)[CH2:32][CH2:33][CH2:34]N=C=NCC.[CH:41](N(C(C)C)CC)(C)C. (5) The catalyst class is: 19. Reactant: [CH3:1][O:2][C:3]1[CH:8]=[CH:7][C:6]([N+:9]([O-])=O)=[CH:5][C:4]=1[C:12]1[CH:13]=[C:14]([CH2:17][N:18]2[CH2:23][CH2:22][N:21]([CH3:24])[CH2:20][CH2:19]2)[O:15][CH:16]=1.[H][H]. Product: [CH3:1][O:2][C:3]1[CH:8]=[CH:7][C:6]([NH2:9])=[CH:5][C:4]=1[C:12]1[CH:13]=[C:14]([CH2:17][N:18]2[CH2:19][CH2:20][N:21]([CH3:24])[CH2:22][CH2:23]2)[O:15][CH:16]=1. (6) Reactant: [NH:1]1[CH2:5][CH2:4][CH2:3][C@H:2]1[CH2:6][N:7]1[CH2:11][CH2:10][CH2:9][CH2:8]1.[NH2:12][C:13]1[C:14]([C:18]2[N:19]([CH2:34][CH3:35])[C:20]3[C:25]([C:26](N4C=CN=C4)=[O:27])=[CH:24][N:23]=[CH:22][C:21]=3[N:33]=2)=[N:15][O:16][N:17]=1. Product: [NH2:12][C:13]1[C:14]([C:18]2[N:19]([CH2:34][CH3:35])[C:20]3[C:25]([C:26]([N:1]4[CH2:5][CH2:4][CH2:3][C@H:2]4[CH2:6][N:7]4[CH2:11][CH2:10][CH2:9][CH2:8]4)=[O:27])=[CH:24][N:23]=[CH:22][C:21]=3[N:33]=2)=[N:15][O:16][N:17]=1. The catalyst class is: 3. (7) Reactant: [CH2:1]([O:3][C:4](=[O:13])[CH2:5][C:6]1[CH:11]=[CH:10][CH:9]=[C:8]([OH:12])[CH:7]=1)[CH3:2].F[C:15]1[CH:22]=[CH:21][CH:20]=[CH:19][C:16]=1[CH:17]=[O:18].C(=O)([O-])[O-].[K+].[K+]. Product: [CH2:1]([O:3][C:4](=[O:13])[CH2:5][C:6]1[CH:11]=[CH:10][CH:9]=[C:8]([O:12][C:15]2[CH:22]=[CH:21][CH:20]=[CH:19][C:16]=2[CH:17]=[O:18])[CH:7]=1)[CH3:2]. The catalyst class is: 12. (8) Reactant: N1C=CC(C=O)=C1.[CH2:8]1[CH2:18][CH2:17][N:16]2[C:11](=[N:12]CC[CH2:15]2)[CH2:10][CH2:9]1. Product: [NH:16]1[CH:17]=[CH:18][C:8]([CH:9]=[CH:10][C:11]#[N:12])=[CH:15]1. The catalyst class is: 11. (9) Reactant: [Br:1][C:2]1[CH:14]=[C:13]2[C:5]([C:6]3[C:7](=[O:23])[C:8]4[CH:20]=[C:19]([O:21]C)[CH:18]=[CH:17][C:9]=4[C:10]([CH3:16])([CH3:15])[C:11]=3[NH:12]2)=[CH:4][CH:3]=1.[Cl-].[NH+]1C=CC=CC=1.O. Product: [Br:1][C:2]1[CH:14]=[C:13]2[C:5]([C:6]3[C:7](=[O:23])[C:8]4[CH:20]=[C:19]([OH:21])[CH:18]=[CH:17][C:9]=4[C:10]([CH3:16])([CH3:15])[C:11]=3[NH:12]2)=[CH:4][CH:3]=1. The catalyst class is: 13. (10) Reactant: [F:1][C:2]([F:13])([C:9]([F:12])([F:11])[F:10])[CH2:3][CH:4]([C:7]#[N:8])[C:5]#[N:6].I[CH2:15][CH2:16][C:17]([F:26])([F:25])[C:18]([F:24])([F:23])[C:19]([F:22])([F:21])[F:20].C(=O)([O-])[O-].[K+].[K+].Cl. Product: [F:25][C:17]([F:26])([C:18]([F:23])([F:24])[C:19]([F:20])([F:21])[F:22])[CH2:16][CH2:15][C:4]([CH2:3][C:2]([F:13])([F:1])[C:9]([F:10])([F:11])[F:12])([C:7]#[N:8])[C:5]#[N:6]. The catalyst class is: 21.